This data is from Catalyst prediction with 721,799 reactions and 888 catalyst types from USPTO. The task is: Predict which catalyst facilitates the given reaction. (1) Reactant: [NH:1]1[CH2:7][CH2:6][CH2:5][C:4](=[O:8])[CH2:3][CH2:2]1.C(N(CC)CC)C.[C:16](O[C:16]([O:18][C:19]([CH3:22])([CH3:21])[CH3:20])=[O:17])([O:18][C:19]([CH3:22])([CH3:21])[CH3:20])=[O:17].C(O)(=O)CC(CC(O)=O)(C(O)=O)O. Product: [C:19]([O:18][C:16]([N:1]1[CH2:7][CH2:6][CH2:5][C:4](=[O:8])[CH2:3][CH2:2]1)=[O:17])([CH3:22])([CH3:21])[CH3:20]. The catalyst class is: 2. (2) Reactant: [OH:1][C:2]1[C:3]([O:27][CH3:28])=[C:4]2[C:9]([NH:10][C:11]3[CH:16]=[CH:15][C:14]([O:17][C:18]4[CH:23]=[CH:22][CH:21]=[CH:20][CH:19]=4)=[CH:13][CH:12]=3)=[C:8]([C:24]#[N:25])[CH:7]=[N:6][N:5]2[CH:26]=1.S(OC)(O[CH3:33])(=O)=O.C([O-])([O-])=O.[K+].[K+].C(Cl)Cl. Product: [CH3:28][O:27][C:3]1[C:2]([O:1][CH3:33])=[CH:26][N:5]2[C:4]=1[C:9]([NH:10][C:11]1[CH:12]=[CH:13][C:14]([O:17][C:18]3[CH:23]=[CH:22][CH:21]=[CH:20][CH:19]=3)=[CH:15][CH:16]=1)=[C:8]([C:24]#[N:25])[CH:7]=[N:6]2. The catalyst class is: 21. (3) Reactant: [O:1]=[C:2]1[NH:8][C:7]2[CH:9]=[CH:10][CH:11]=[CH:12][C:6]=2[CH2:5][CH2:4][N:3]1[CH2:13][C@H:14]1[CH2:19][CH2:18][C@H:17]([C:20]([OH:22])=O)[CH2:16][CH2:15]1.C1N=CN(C(N2C=NC=C2)=O)C=1.[N:35]1[CH:40]=[CH:39][CH:38]=[CH:37][C:36]=1[N:41]1[CH2:46][CH2:45][NH:44][CH2:43][CH2:42]1. Product: [N:35]1[CH:40]=[CH:39][CH:38]=[CH:37][C:36]=1[N:41]1[CH2:42][CH2:43][N:44]([C:20]([C@H:17]2[CH2:18][CH2:19][C@H:14]([CH2:13][N:3]3[CH2:4][CH2:5][C:6]4[CH:12]=[CH:11][CH:10]=[CH:9][C:7]=4[NH:8][C:2]3=[O:1])[CH2:15][CH2:16]2)=[O:22])[CH2:45][CH2:46]1. The catalyst class is: 2. (4) Reactant: C(OC(=O)[NH:7][C:8]([C:11](=[O:45])[NH:12][CH:13]([C:23](=[O:44])[N:24]([CH2:27][C:28]1[C:29]([CH3:43])([CH3:42])[NH:30][S:31](=[O:41])(=[O:40])[C:32]=1[C:33]1[CH:38]=[CH:37][C:36]([Cl:39])=[CH:35][CH:34]=1)[CH2:25][CH3:26])[CH2:14][O:15][CH2:16][C:17]1[CH:22]=[CH:21][CH:20]=[CH:19][CH:18]=1)([CH3:10])[CH3:9])(C)(C)C.FC(F)(F)C(O)=O. Product: [ClH:39].[NH2:7][C:8]([CH3:9])([CH3:10])[C:11]([NH:12][CH:13]([C:23](=[O:44])[N:24]([CH2:27][C:28]1[C:29]([CH3:43])([CH3:42])[NH:30][S:31](=[O:41])(=[O:40])[C:32]=1[C:33]1[CH:34]=[CH:35][C:36]([Cl:39])=[CH:37][CH:38]=1)[CH2:25][CH3:26])[CH2:14][O:15][CH2:16][C:17]1[CH:22]=[CH:21][CH:20]=[CH:19][CH:18]=1)=[O:45]. The catalyst class is: 4. (5) Reactant: [O:1]=[C:2]1[CH:6]([NH:7]C(=O)OCC2C=CC=CC=2)[CH2:5][CH2:4][N:3]1[CH2:18][O:19][CH2:20][CH2:21][Si:22]([CH3:25])([CH3:24])[CH3:23].C([O-])=O.[NH4+]. The catalyst class is: 19. Product: [NH2:7][CH:6]1[CH2:5][CH2:4][N:3]([CH2:18][O:19][CH2:20][CH2:21][Si:22]([CH3:24])([CH3:23])[CH3:25])[C:2]1=[O:1].